Predict the reactants needed to synthesize the given product. From a dataset of Full USPTO retrosynthesis dataset with 1.9M reactions from patents (1976-2016). (1) Given the product [Br:1][C:2]1[CH:3]=[C:4]([C:15]([OH:17])=[O:16])[C:5]2[C:6]([Cl:14])=[CH:7][N:8]([CH:11]([CH3:12])[CH3:13])[C:9]=2[CH:10]=1, predict the reactants needed to synthesize it. The reactants are: [Br:1][C:2]1[CH:3]=[C:4]([C:15]([O:17]C)=[O:16])[C:5]2[C:6]([Cl:14])=[CH:7][N:8]([CH:11]([CH3:13])[CH3:12])[C:9]=2[CH:10]=1.[OH-].[Na+]. (2) Given the product [C:1]([O:5][C:6](=[O:24])[NH:7][C:8]1[CH:13]=[C:12]([N:14]2[CH2:18][CH2:17][CH2:16][CH2:15]2)[C:11]([C:19]([F:21])([F:22])[F:20])=[CH:10][C:9]=1[NH:23][C:30](=[O:29])[CH2:31][C:32]([C:34]1[CH:39]=[CH:38][N:37]=[C:36]([C:40]#[N:41])[CH:35]=1)=[O:33])([CH3:4])([CH3:2])[CH3:3], predict the reactants needed to synthesize it. The reactants are: [C:1]([O:5][C:6](=[O:24])[NH:7][C:8]1[CH:13]=[C:12]([N:14]2[CH2:18][CH2:17][CH2:16][CH2:15]2)[C:11]([C:19]([F:22])([F:21])[F:20])=[CH:10][C:9]=1[NH2:23])([CH3:4])([CH3:3])[CH3:2].C([O:29][C:30](=O)[CH2:31][C:32]([C:34]1[CH:39]=[CH:38][N:37]=[C:36]([C:40]#[N:41])[CH:35]=1)=[O:33])(C)(C)C. (3) Given the product [CH2:30]([C:34]1[CH:39]=[CH:38][C:37]([S:40]([N:19]2[CH2:18][CH2:17][C:16]3[C:21](=[CH:22][C:13]([O:12][CH2:11][CH2:10][CH2:9][N:3]4[CH2:8][CH2:7][CH2:6][CH2:5][CH2:4]4)=[CH:14][CH:15]=3)[CH2:20]2)(=[O:42])=[O:41])=[CH:36][CH:35]=1)[CH2:31][CH2:32][CH3:33], predict the reactants needed to synthesize it. The reactants are: Cl.Cl.[N:3]1([CH2:9][CH2:10][CH2:11][O:12][C:13]2[CH:22]=[C:21]3[C:16]([CH2:17][CH2:18][NH:19][CH2:20]3)=[CH:15][CH:14]=2)[CH2:8][CH2:7][CH2:6][CH2:5][CH2:4]1.CCN(CC)CC.[CH2:30]([C:34]1[CH:39]=[CH:38][C:37]([S:40](Cl)(=[O:42])=[O:41])=[CH:36][CH:35]=1)[CH2:31][CH2:32][CH3:33].